Dataset: Reaction yield outcomes from USPTO patents with 853,638 reactions. Task: Predict the reaction yield, written as a fraction of the theoretical maximum amount of product (1.0 means a 100% yield; for example, 0.34 means a 34% yield). (1) The reactants are [CH3:1][C:2]1[N:25]([CH3:26])[C:5]2[CH:6]=[C:7]([C:22](O)=[O:23])[C:8]3[CH2:9][CH2:10][C:11]4([NH:20][C:21]=3[C:4]=2[N:3]=1)[CH2:19][C:18]1[C:13](=[CH:14][CH:15]=[CH:16][CH:17]=1)[CH2:12]4.CN(C(ON1N=NC2C=CC=CC1=2)=[N+](C)C)C.[B-](F)(F)(F)F.[CH2:49]([O:51][CH2:52][CH2:53][NH2:54])[CH3:50]. The catalyst is CN(C)C=O. The product is [CH2:49]([O:51][CH2:52][CH2:53][NH:54][C:22]([C:7]1[C:8]2[CH2:9][CH2:10][C:11]3([NH:20][C:21]=2[C:4]2[N:3]=[C:2]([CH3:1])[N:25]([CH3:26])[C:5]=2[CH:6]=1)[CH2:19][C:18]1[C:13](=[CH:14][CH:15]=[CH:16][CH:17]=1)[CH2:12]3)=[O:23])[CH3:50]. The yield is 0.140. (2) The reactants are [Cl:1][C:2]1[CH:3]=[C:4]([S:8](Cl)(=[O:10])=[O:9])[CH:5]=[CH:6][CH:7]=1.[CH3:12][C:13]1[N:17]([CH:18]2[CH2:24][C@H:23]3[N:25]([CH2:26][CH2:27][C:28]4([C:34]5[CH:39]=[CH:38][CH:37]=[CH:36][CH:35]=5)[CH2:33][CH2:32][NH:31][CH2:30][CH2:29]4)[C@H:20]([CH2:21][CH2:22]3)[CH2:19]2)[C:16]2[CH:40]=[CH:41][CH:42]=[CH:43][C:15]=2[N:14]=1. The catalyst is C(Cl)Cl.CCOC(C)=O. The product is [Cl:1][C:2]1[CH:3]=[C:4]([S:8]([N:31]2[CH2:30][CH2:29][C:28]([CH2:27][CH2:26][N:25]3[C@H:20]4[CH2:21][CH2:22][C@@H:23]3[CH2:24][CH:18]([N:17]3[C:16]5[CH:40]=[CH:41][CH:42]=[CH:43][C:15]=5[N:14]=[C:13]3[CH3:12])[CH2:19]4)([C:34]3[CH:35]=[CH:36][CH:37]=[CH:38][CH:39]=3)[CH2:33][CH2:32]2)(=[O:10])=[O:9])[CH:5]=[CH:6][CH:7]=1. The yield is 0.200.